Dataset: Full USPTO retrosynthesis dataset with 1.9M reactions from patents (1976-2016). Task: Predict the reactants needed to synthesize the given product. (1) Given the product [CH3:12][C:2]1[CH:7]=[CH:6][CH:5]=[C:4]([C:8]([F:11])([F:10])[F:9])[N:3]=1, predict the reactants needed to synthesize it. The reactants are: Cl[C:2]1[CH:7]=[CH:6][CH:5]=[C:4]([C:8]([F:11])([F:10])[F:9])[N:3]=1.[CH3:12][Al](C)C. (2) Given the product [CH:1]([C@@H:4]1[CH2:9][CH2:8][C@@H:7]([CH3:10])[CH2:6][C@H:5]1[CH:11]([OH:12])[CH2:15][C:14]#[CH:13])([CH3:3])[CH3:2], predict the reactants needed to synthesize it. The reactants are: [CH:1]([C@@H:4]1[CH2:9][CH2:8][C@@H:7]([CH3:10])[CH2:6][C@H:5]1[CH:11]=[O:12])([CH3:3])[CH3:2].[CH2:13]([Mg]Br)[C:14]#[CH:15]. (3) Given the product [CH3:1][NH:2][C:3]1[CH:12]=[CH:11][C:10]2[C:5](=[CH:6][C:7]([C:19]([OH:20])=[O:18])=[CH:8][CH:9]=2)[N:4]=1, predict the reactants needed to synthesize it. The reactants are: [CH3:1][NH:2][C:3]1[CH:12]=[CH:11][C:10]2[C:5](=[CH:6][CH:7]=[C:8](C(O)=O)[CH:9]=2)[N:4]=1.C([O:18][C:19](C1C=C2C(C=CC=[N+]2[O-])=CC=1)=[O:20])C. (4) Given the product [O:18]=[C:16]1[C:15]2[C:14](=[CH:22][CH:21]=[CH:20][CH:19]=2)[C:13](=[O:23])[N:17]1[CH2:2][C:3]1[N:7]([CH3:8])[C:6]([C:9]([O:11][CH3:12])=[O:10])=[CH:5][CH:4]=1, predict the reactants needed to synthesize it. The reactants are: O[CH2:2][C:3]1[N:7]([CH3:8])[C:6]([C:9]([O:11][CH3:12])=[O:10])=[CH:5][CH:4]=1.[C:13]1(=[O:23])[NH:17][C:16](=[O:18])[C:15]2=[CH:19][CH:20]=[CH:21][CH:22]=[C:14]12.C1(P(C2C=CC=CC=2)C2C=CC=CC=2)C=CC=CC=1.N(C(OCC)=O)=NC(OCC)=O. (5) Given the product [F:1][C:2]1[CH:3]=[CH:4][C:5]([N:8]2[C:12]3=[C:13]4[C:18](=[C:19]([C:21]5[CH:30]=[CH:29][C:24]([C:25]([OH:27])=[O:26])=[CH:23][CH:22]=5)[CH:20]=[C:11]3[CH:10]=[N:9]2)[CH:17]=[N:16][CH:15]=[CH:14]4)=[CH:6][CH:7]=1, predict the reactants needed to synthesize it. The reactants are: [F:1][C:2]1[CH:7]=[CH:6][C:5]([N:8]2[C:12]3=[C:13]4[C:18](=[C:19]([C:21]5[CH:30]=[CH:29][C:24]([C:25]([O:27]C)=[O:26])=[CH:23][CH:22]=5)[CH:20]=[C:11]3[CH:10]=[N:9]2)[CH:17]=[N:16][CH:15]=[CH:14]4)=[CH:4][CH:3]=1.[OH-].[K+].